Predict the reactants needed to synthesize the given product. From a dataset of Full USPTO retrosynthesis dataset with 1.9M reactions from patents (1976-2016). (1) Given the product [CH3:14][C:15]1([CH3:29])[CH2:20][O:19][B:18]([C:2]2[CH:7]=[CH:6][C:5]([C:8]3([OH:12])[CH2:11][CH2:10][CH2:9]3)=[CH:4][C:3]=2[F:13])[O:17][CH2:16]1, predict the reactants needed to synthesize it. The reactants are: Br[C:2]1[CH:7]=[CH:6][C:5]([C:8]2([OH:12])[CH2:11][CH2:10][CH2:9]2)=[CH:4][C:3]=1[F:13].[CH3:14][C:15]1([CH3:29])[CH2:20][O:19][B:18]([B:18]2[O:19][CH2:20][C:15]([CH3:29])([CH3:14])[CH2:16][O:17]2)[O:17][CH2:16]1.[K]. (2) Given the product [CH:12]([NH:11][C:9]1[S:8][C:6]2[C:5]([N:10]=1)=[CH:4][CH:3]=[C:2]([C:44]([O:47][CH3:15])=[O:45])[N:7]=2)([CH3:14])[CH3:13], predict the reactants needed to synthesize it. The reactants are: Cl[C:2]1[N:7]=[C:6]2[S:8][C:9]([NH:11][CH:12]([CH3:14])[CH3:13])=[N:10][C:5]2=[CH:4][CH:3]=1.[C:15]1(P(C2C=CC=CC=2)CCCP(C2C=CC=CC=2)C2C=CC=CC=2)C=CC=CC=1.[C:44]([O-:47])([O-])=[O:45].[K+].[K+]. (3) The reactants are: [CH:1]([C:4]1[C:8]([CH2:9][CH2:10][CH2:11][OH:12])=[CH:7][N:6]([C:13]2[CH:18]=[CH:17][C:16]([C:19]([F:22])([F:21])[F:20])=[CH:15][N:14]=2)[N:5]=1)([CH3:3])[CH3:2].[CH2:23]([C:25]1[CH:26]=[N:27][N:28]([CH2:31][C:32]([O:34]CC)=[O:33])[C:29]=1O)[CH3:24].C(P(CCCC)CCCC)CCC.N(C(N1CCCCC1)=O)=NC(N1CCCCC1)=O. Given the product [CH2:23]([C:25]1[CH:26]=[N:27][N:28]([CH2:31][C:32]([OH:34])=[O:33])[C:29]=1[O:12][CH2:11][CH2:10][CH2:9][C:8]1[C:4]([CH:1]([CH3:3])[CH3:2])=[N:5][N:6]([C:13]2[CH:18]=[CH:17][C:16]([C:19]([F:21])([F:20])[F:22])=[CH:15][N:14]=2)[CH:7]=1)[CH3:24], predict the reactants needed to synthesize it. (4) Given the product [CH3:1][O:2][C:3]([C:5]1[O:6][C:7]2[CH:15]=[CH:14][CH:13]=[CH:12][C:8]=2[C:9]=1[CH2:10][N:17]([CH3:18])[CH3:16])=[O:4], predict the reactants needed to synthesize it. The reactants are: [CH3:1][O:2][C:3]([C:5]1[O:6][C:7]2[CH:15]=[CH:14][CH:13]=[CH:12][C:8]=2[C:9]=1[CH2:10]Br)=[O:4].[CH3:16][NH:17][CH3:18].C1COCC1.